Dataset: Reaction yield outcomes from USPTO patents with 853,638 reactions. Task: Predict the reaction yield, written as a fraction of the theoretical maximum amount of product (1.0 means a 100% yield; for example, 0.34 means a 34% yield). The reactants are [CH2:1]([C:4]([CH2:11][C:12]#[CH:13])(C(O)=O)[C:5]([OH:7])=[O:6])[C:2]#[CH:3].C(=O)=O. No catalyst specified. The product is [CH2:1]([CH:4]([CH2:11][C:12]#[CH:13])[C:5]([OH:7])=[O:6])[C:2]#[CH:3]. The yield is 0.799.